Dataset: Catalyst prediction with 721,799 reactions and 888 catalyst types from USPTO. Task: Predict which catalyst facilitates the given reaction. Reactant: [Cl:1][S:2]([OH:5])(=O)=[O:3].[CH2:6]([O:8][C:9]1[CH:10]=[C:11]2[C:16](=[CH:17][CH:18]=1)[CH2:15][N:14]([C:19](=[O:24])[C:20]([F:23])([F:22])[F:21])[CH2:13][CH2:12]2)[CH3:7]. Product: [CH2:6]([O:8][C:9]1[CH:10]=[C:11]2[C:16](=[CH:17][C:18]=1[S:2]([Cl:1])(=[O:5])=[O:3])[CH2:15][N:14]([C:19](=[O:24])[C:20]([F:21])([F:22])[F:23])[CH2:13][CH2:12]2)[CH3:7]. The catalyst class is: 4.